From a dataset of Peptide-MHC class I binding affinity with 185,985 pairs from IEDB/IMGT. Regression. Given a peptide amino acid sequence and an MHC pseudo amino acid sequence, predict their binding affinity value. This is MHC class I binding data. (1) The peptide sequence is RRQRRRRWRRR. The MHC is HLA-B27:05 with pseudo-sequence HLA-B27:05. The binding affinity (normalized) is 0.490. (2) The peptide sequence is WTVSHLSPL. The MHC is H-2-Db with pseudo-sequence H-2-Db. The binding affinity (normalized) is 0.449. (3) The peptide sequence is ILSNKLLYAA. The MHC is HLA-A68:02 with pseudo-sequence HLA-A68:02. The binding affinity (normalized) is 0.132. (4) The peptide sequence is FHGVAKNPV. The MHC is HLA-B46:01 with pseudo-sequence HLA-B46:01. The binding affinity (normalized) is 0.0847. (5) The peptide sequence is NQQGITPNY. The MHC is HLA-B15:17 with pseudo-sequence HLA-B15:17. The binding affinity (normalized) is 0.343.